This data is from Forward reaction prediction with 1.9M reactions from USPTO patents (1976-2016). The task is: Predict the product of the given reaction. (1) Given the reactants [Li]CCCC.[O:6]1[C:10]([C:11]2[CH:12]=[C:13]([NH:17][C:18](=[O:21])[O:19][CH3:20])[CH:14]=[CH:15][CH:16]=2)=[CH:9][N:8]=[CH:7]1.[Cl:22]C(Cl)(Cl)C(Cl)(Cl)Cl, predict the reaction product. The product is: [Cl:22][C:7]1[O:6][C:10]([C:11]2[CH:12]=[C:13]([NH:17][C:18](=[O:21])[O:19][CH3:20])[CH:14]=[CH:15][CH:16]=2)=[CH:9][N:8]=1. (2) Given the reactants C([Li])CCC.[CH:6]([S:9]([C:12]1[CH:17]=[CH:16][CH:15]=[CH:14][CH:13]=1)(=[O:11])=[O:10])([CH3:8])[CH3:7].[Br:18][CH2:19][CH2:20][CH2:21]Br, predict the reaction product. The product is: [Br:18][CH2:19][CH2:20][CH2:21][C:6]([CH3:8])([S:9]([C:12]1[CH:17]=[CH:16][CH:15]=[CH:14][CH:13]=1)(=[O:10])=[O:11])[CH3:7]. (3) Given the reactants [CH3:1][S:2][CH2:3][CH2:4][O:5][C:6]1[CH:7]=[C:8]2[C:12](=[CH:13][CH:14]=1)[N:11](C(OC(C)(C)C)=O)[C:10]([C:22]([O:24][CH2:25][CH3:26])=[O:23])=[CH:9]2.Cl, predict the reaction product. The product is: [CH3:1][S:2][CH2:3][CH2:4][O:5][C:6]1[CH:7]=[C:8]2[C:12](=[CH:13][CH:14]=1)[NH:11][C:10]([C:22]([O:24][CH2:25][CH3:26])=[O:23])=[CH:9]2.